Dataset: TCR-epitope binding with 47,182 pairs between 192 epitopes and 23,139 TCRs. Task: Binary Classification. Given a T-cell receptor sequence (or CDR3 region) and an epitope sequence, predict whether binding occurs between them. (1) The epitope is RAKFKQLL. The TCR CDR3 sequence is CASSQGTGGGYGYTF. Result: 1 (the TCR binds to the epitope). (2) The epitope is YEGNSPFHPL. Result: 0 (the TCR does not bind to the epitope). The TCR CDR3 sequence is CASSLGTGGDLHF. (3) The epitope is YVFCTVNAL. The TCR CDR3 sequence is CASSLVTSGSSYEQYF. Result: 0 (the TCR does not bind to the epitope). (4) The epitope is VLAWLYAAV. The TCR CDR3 sequence is CASSLGSREDYGYTF. Result: 1 (the TCR binds to the epitope). (5) The epitope is RPHERNGFTVL. The TCR CDR3 sequence is CASSQVTLPTETQYF. Result: 0 (the TCR does not bind to the epitope). (6) The epitope is AIMTRCLAV. The TCR CDR3 sequence is CASSQVEDSNQPQHF. Result: 0 (the TCR does not bind to the epitope).